This data is from Forward reaction prediction with 1.9M reactions from USPTO patents (1976-2016). The task is: Predict the product of the given reaction. (1) The product is: [CH3:1][O:2][C:3]1[CH:55]=[CH:54][CH:53]=[CH:52][C:4]=1[CH2:5][O:6][CH2:7][CH2:8][CH2:9][O:10][C:11]1[CH:12]=[CH:13][C:14]([CH:17]2[CH2:22][CH2:21][N:20]([C:23]([O:25][C:26]([CH3:29])([CH3:28])[CH3:27])=[O:24])[CH2:19][CH:18]2[O:30][CH2:31][C:32]2[C:37]3[NH:38][C:39](=[O:43])[CH2:40][CH2:41][CH2:42][C:36]=3[CH:35]=[CH:34][CH:33]=2)=[CH:15][CH:16]=1. Given the reactants [CH3:1][O:2][C:3]1[CH:55]=[CH:54][CH:53]=[CH:52][C:4]=1[CH2:5][O:6][CH2:7][CH2:8][CH2:9][O:10][C:11]1[CH:16]=[CH:15][C:14]([CH:17]2[CH2:22][CH2:21][N:20]([C:23]([O:25][C:26]([CH3:29])([CH3:28])[CH3:27])=[O:24])[CH2:19][CH:18]2[O:30][CH2:31][C:32]2[C:37]3[N:38](COCC[Si](C)(C)C)[C:39](=[O:43])[CH2:40][CH2:41][CH2:42][C:36]=3[CH:35]=[CH:34][CH:33]=2)=[CH:13][CH:12]=1.[F-].C([N+](CCCC)(CCCC)CCCC)CCC.O.COC(C)(C)C, predict the reaction product. (2) Given the reactants [CH3:1][CH:2]([OH:4])[CH3:3].[H-].[Na+].Cl[C:8]1[C:13]([Cl:14])=[CH:12][CH:11]=[CH:10][N:9]=1, predict the reaction product. The product is: [Cl:14][C:13]1[C:8]([O:4][CH:2]([CH3:3])[CH3:1])=[N:9][CH:10]=[CH:11][CH:12]=1. (3) Given the reactants [C:1]([O:5][C:6]([N:8]1[CH2:13][CH2:12][CH:11]([NH:14][C:15]2[S:16][C:17]3[C:22](Cl)=[N:21][C:20]([S:24][CH2:25][C:26]4[CH:31]=[CH:30][CH:29]=[CH:28][CH:27]=4)=[N:19][C:18]=3[N:32]=2)[CH2:10][CH2:9]1)=[O:7])([CH3:4])([CH3:3])[CH3:2].[NH2:33][C@@H:34]([CH2:39][OH:40])[CH2:35][CH:36]([CH3:38])[CH3:37], predict the reaction product. The product is: [C:1]([O:5][C:6]([N:8]1[CH2:13][CH2:12][CH:11]([NH:14][C:15]2[S:16][C:17]3[C:22]([NH:33][C@@H:34]([CH2:39][OH:40])[CH2:35][CH:36]([CH3:38])[CH3:37])=[N:21][C:20]([S:24][CH2:25][C:26]4[CH:31]=[CH:30][CH:29]=[CH:28][CH:27]=4)=[N:19][C:18]=3[N:32]=2)[CH2:10][CH2:9]1)=[O:7])([CH3:4])([CH3:3])[CH3:2]. (4) Given the reactants [O:1]([C:8]1[CH:20]=[CH:19][C:11]([O:12][CH:13]2[CH2:18][CH2:17][NH:16][CH2:15][CH2:14]2)=[CH:10][CH:9]=1)[C:2]1[CH:7]=[CH:6][CH:5]=[CH:4][CH:3]=1.[CH3:21][O:22][C:23](=[O:27])[CH2:24][CH2:25]Br.[CH2:28](N(CC)CC)C, predict the reaction product. The product is: [CH3:21][O:22][C:23](=[O:27])[CH2:24][CH2:25][CH2:28][N:16]1[CH2:15][CH2:14][CH:13]([O:12][C:11]2[CH:19]=[CH:20][C:8]([O:1][C:2]3[CH:7]=[CH:6][CH:5]=[CH:4][CH:3]=3)=[CH:9][CH:10]=2)[CH2:18][CH2:17]1. (5) Given the reactants [O:1]=[C:2]1[O:6][CH2:5][N:4]([C:7]([O:9][CH2:10][CH:11]2[C:23]3[CH:22]=[CH:21][CH:20]=[CH:19][C:18]=3[C:17]3[C:12]2=[CH:13][CH:14]=[CH:15][CH:16]=3)=[O:8])[C@H:3]1[CH2:24][O:25][C:26]1[CH:27]=[C:28]([CH3:32])[CH:29]=[CH:30][CH:31]=1.C([SiH](CC)CC)C.C(O)(C(F)(F)F)=O.N#N, predict the reaction product. The product is: [CH:22]1[C:23]2[CH:11]([CH2:10][O:9][C:7]([N:4]([CH3:5])[C@@H:3]([CH2:24][O:25][C:26]3[CH:27]=[C:28]([CH3:32])[CH:29]=[CH:30][CH:31]=3)[C:2]([OH:6])=[O:1])=[O:8])[C:12]3[C:17](=[CH:16][CH:15]=[CH:14][CH:13]=3)[C:18]=2[CH:19]=[CH:20][CH:21]=1. (6) Given the reactants [CH3:1][N:2]1[CH:6]=[CH:5][N:4]=[CH:3]1.[Li]CCCC.Cl[Si](CC)(CC)CC.[Cl:20][C:21]1[N:30]=[C:29]([C:31]2[CH:36]=[CH:35][CH:34]=[C:33]([Cl:37])[CH:32]=2)[C:28]2[C:23](=[CH:24][CH:25]=[C:26]([C:38]([C:40]3[CH:45]=[CH:44][C:43]([CH3:46])=[CH:42][CH:41]=3)=[O:39])[CH:27]=2)[N:22]=1, predict the reaction product. The product is: [Cl:20][C:21]1[N:30]=[C:29]([C:31]2[CH:36]=[CH:35][CH:34]=[C:33]([Cl:37])[CH:32]=2)[C:28]2[C:23](=[CH:24][CH:25]=[C:26]([C:38]([C:6]3[N:2]([CH3:1])[CH:3]=[N:4][CH:5]=3)([C:40]3[CH:41]=[CH:42][C:43]([CH3:46])=[CH:44][CH:45]=3)[OH:39])[CH:27]=2)[N:22]=1. (7) Given the reactants [Br:1][C:2]1[CH:3]=[CH:4][C:5]([CH3:24])=[C:6]([CH2:8][C:9]([NH:11][C:12]2([C:20](OC)=[O:21])[CH2:17][CH2:16][C:15]([F:19])([F:18])[CH2:14][CH2:13]2)=[O:10])[CH:7]=1.CN(C)C(=O)C.CC(C)([O-])C.[K+].Cl, predict the reaction product. The product is: [Br:1][C:2]1[CH:3]=[CH:4][C:5]([CH3:24])=[C:6]([C:8]2[C:9](=[O:10])[NH:11][C:12]3([CH2:13][CH2:14][C:15]([F:19])([F:18])[CH2:16][CH2:17]3)[C:20]=2[OH:21])[CH:7]=1. (8) The product is: [NH2:25][C:10]1[C:11]([O:23][CH3:24])=[C:12]([F:22])[C:13]([C:16]2[CH:21]=[CH:20][CH:19]=[CH:18][CH:17]=2)=[C:14]([CH3:15])[C:9]=1[C:7]#[N:8]. Given the reactants C(=O)([O-])[O-].[K+].[K+].[C:7]([C:9]1[C:10]([NH:25]C(=O)C(F)(F)F)=[C:11]([O:23][CH3:24])[C:12]([F:22])=[C:13]([C:16]2[CH:21]=[CH:20][CH:19]=[CH:18][CH:17]=2)[C:14]=1[CH3:15])#[N:8], predict the reaction product.